Predict the reactants needed to synthesize the given product. From a dataset of Full USPTO retrosynthesis dataset with 1.9M reactions from patents (1976-2016). (1) Given the product [Cl:1][C:2]1[CH:7]=[C:6]([CH2:8][N:9]2[CH2:10][CH2:11][O:12][CH2:13][CH2:14]2)[CH:5]=[CH:4][C:3]=1[C:15]1[CH:24]=[C:23]([C:25]([NH:54][CH2:53][CH2:52][N:47]2[CH2:51][CH2:50][CH2:49][CH2:48]2)=[O:27])[C:22]2[C:17](=[CH:18][CH:19]=[C:20]([F:28])[CH:21]=2)[N:16]=1, predict the reactants needed to synthesize it. The reactants are: [Cl:1][C:2]1[CH:7]=[C:6]([CH2:8][N:9]2[CH2:14][CH2:13][O:12][CH2:11][CH2:10]2)[CH:5]=[CH:4][C:3]=1[C:15]1[CH:24]=[C:23]([C:25]([OH:27])=O)[C:22]2[C:17](=[CH:18][CH:19]=[C:20]([F:28])[CH:21]=2)[N:16]=1.CN1CCOCC1.ClC1N=C(OC)N=C(OC)N=1.[N:47]1([CH2:52][CH2:53][NH2:54])[CH2:51][CH2:50][CH2:49][CH2:48]1. (2) Given the product [CH3:1][O:2][C:3]([CH:5]1[CH2:9][C:8](=[O:10])[CH2:7][N:6]1[CH2:11][C:12]1[CH:17]=[CH:16][CH:15]=[CH:14][CH:13]=1)=[O:4], predict the reactants needed to synthesize it. The reactants are: [CH3:1][O:2][C:3]([CH:5]1[CH2:9][CH:8]([OH:10])[CH2:7][N:6]1[CH2:11][C:12]1[CH:17]=[CH:16][CH:15]=[CH:14][CH:13]=1)=[O:4].ClN1C(=O)N(Cl)C(=O)N(Cl)C1=O.CC1(C)N([O])C(C)(C)CCC1.